From a dataset of Forward reaction prediction with 1.9M reactions from USPTO patents (1976-2016). Predict the product of the given reaction. (1) Given the reactants ON1C2N=CC=CC=2N=N1.CCN=C=NCCCN(C)C.[C:22]([O:26][C:27]([NH:29][C:30]1[CH:38]=[CH:37][C:33]([C:34]([OH:36])=O)=[CH:32][CH:31]=1)=[O:28])([CH3:25])([CH3:24])[CH3:23].[C:39]1([S:45]([NH:48][NH2:49])(=[O:47])=[O:46])[CH:44]=[CH:43][CH:42]=[CH:41][CH:40]=1.Cl, predict the reaction product. The product is: [C:39]1([S:45]([NH:48][NH:49][C:34]([C:33]2[CH:32]=[CH:31][C:30]([NH:29][C:27](=[O:28])[O:26][C:22]([CH3:23])([CH3:24])[CH3:25])=[CH:38][CH:37]=2)=[O:36])(=[O:46])=[O:47])[CH:40]=[CH:41][CH:42]=[CH:43][CH:44]=1. (2) Given the reactants [Cl:1][C:2]1[N:7]=[CH:6][C:5]([C:8]2[N:12]([CH:13]([CH:17]3[CH2:22][CH2:21][CH2:20][CH2:19][CH2:18]3)[C:14](O)=[O:15])[C:11]3[CH:23]=[C:24]([F:28])[C:25]([F:27])=[CH:26][C:10]=3[N:9]=2)=[CH:4][CH:3]=1.C[O:30][C:31](=[O:40])[C:32]1[CH:37]=[CH:36][C:35]([NH2:38])=[C:34]([Cl:39])[CH:33]=1.C([O-])(O)=O.[Na+].ClCCl, predict the reaction product. The product is: [Cl:39][C:34]1[CH:33]=[C:32]([CH:37]=[CH:36][C:35]=1[NH:38][C:14](=[O:15])[CH:13]([N:12]1[C:11]2[CH:23]=[C:24]([F:28])[C:25]([F:27])=[CH:26][C:10]=2[N:9]=[C:8]1[C:5]1[CH:6]=[N:7][C:2]([Cl:1])=[CH:3][CH:4]=1)[CH:17]1[CH2:18][CH2:19][CH2:20][CH2:21][CH2:22]1)[C:31]([OH:40])=[O:30]. (3) Given the reactants [Si:1]([O:8][CH2:9][C:10]1[C:15]([C:16]2[CH:21]=[CH:20][N:19]=[C:18]([NH2:22])[C:17]=2[NH2:23])=[CH:14][CH:13]=[CH:12][C:11]=1[N:24]1[CH:28]=[CH:27][N:26]([C:29]2[CH:34]=[CH:33][C:32]([CH3:35])=[CH:31][CH:30]=2)[C:25]1=[O:36])([C:4]([CH3:7])([CH3:6])[CH3:5])([CH3:3])[CH3:2].[N:37]1([C:43]([C:45]2[CH:52]=[CH:51][C:48]([CH:49]=O)=[CH:47][CH:46]=2)=[O:44])[CH2:42][CH2:41][O:40][CH2:39][CH2:38]1, predict the reaction product. The product is: [Si:1]([O:8][CH2:9][C:10]1[C:15]([C:16]2[CH:21]=[CH:20][N:19]=[C:18]3[NH:22][C:49]([C:48]4[CH:51]=[CH:52][C:45]([C:43]([N:37]5[CH2:42][CH2:41][O:40][CH2:39][CH2:38]5)=[O:44])=[CH:46][CH:47]=4)=[N:23][C:17]=23)=[CH:14][CH:13]=[CH:12][C:11]=1[N:24]1[CH:28]=[CH:27][N:26]([C:29]2[CH:30]=[CH:31][C:32]([CH3:35])=[CH:33][CH:34]=2)[C:25]1=[O:36])([C:4]([CH3:7])([CH3:6])[CH3:5])([CH3:2])[CH3:3]. (4) Given the reactants C([O:3][C:4](=[O:26])[CH2:5][CH:6]1[O:10][B:9]([OH:11])[C:8]2[CH:12]=[C:13]([O:17][C:18]3[CH:23]=[N:22][C:21]([C:24]#[N:25])=[CH:20][N:19]=3)[CH:14]=[C:15]([CH3:16])[C:7]1=2)C, predict the reaction product. The product is: [NH2:25][CH2:24][C:21]1[N:22]=[CH:23][C:18]([O:17][C:13]2[CH:14]=[C:15]([CH3:16])[C:7]3[CH:6]([CH2:5][C:4]([OH:26])=[O:3])[O:10][B:9]([OH:11])[C:8]=3[CH:12]=2)=[N:19][CH:20]=1. (5) Given the reactants [O:1]=[C:2]1[O:6][C:5]([C@H:7]2[CH2:9][C@H:8]2[C:10]([OH:12])=O)=[N:4][N:3]1[C:13]1[CH:18]=[CH:17][CH:16]=[CH:15][CH:14]=1.[B-](F)(F)(F)F.CCOC(C(C#N)=NOC(N(C)C)=[N+](C)C)=O.[NH:41]1[CH2:46][CH2:45][CH2:44][CH2:43][CH2:42]1, predict the reaction product. The product is: [C:13]1([N:3]2[N:4]=[C:5]([C@@H:7]3[CH2:9][C@@H:8]3[C:10]([N:41]3[CH2:46][CH2:45][CH2:44][CH2:43][CH2:42]3)=[O:12])[O:6][C:2]2=[O:1])[CH:18]=[CH:17][CH:16]=[CH:15][CH:14]=1. (6) Given the reactants [NH2:1][C@@H:2]1[N:8]=[C:7]([C:9]2[CH:14]=[CH:13][CH:12]=[CH:11][CH:10]=2)[C:6]2[CH:15]=[CH:16][CH:17]=[CH:18][C:5]=2[N:4]([CH2:19][C:20]([F:23])([F:22])[F:21])[C:3]1=[O:24].C(N(CC)CC)C.[CH:32]([C:35]1[NH:36][C:37](=[O:46])[N:38]([CH:40]2[CH2:45][CH2:44][NH:43][CH2:42][CH2:41]2)[CH:39]=1)([CH3:34])[CH3:33].[O:47]1CCC[CH2:48]1, predict the reaction product. The product is: [CH:32]([C:35]1[NH:36][C:37](=[O:46])[N:38]([CH:40]2[CH2:45][CH2:44][N:43]([C:48]([NH:1][C@@H:2]3[N:8]=[C:7]([C:9]4[CH:10]=[CH:11][CH:12]=[CH:13][CH:14]=4)[C:6]4[CH:15]=[CH:16][CH:17]=[CH:18][C:5]=4[N:4]([CH2:19][C:20]([F:21])([F:23])[F:22])[C:3]3=[O:24])=[O:47])[CH2:42][CH2:41]2)[CH:39]=1)([CH3:34])[CH3:33]. (7) Given the reactants [CH2:1]([O:8][C:9]1[C:10]([C:32]([OH:34])=O)=[N:11][C:12]([CH2:16][C:17]2([C:22]3[C:31]4[C:26](=[CH:27][CH:28]=[CH:29][CH:30]=4)[CH:25]=[CH:24][CH:23]=3)[CH2:21][CH2:20][CH2:19][CH2:18]2)=[N:13][C:14]=1[OH:15])[C:2]1[CH:7]=[CH:6][CH:5]=[CH:4][CH:3]=1.C(N(CC)C(C)C)(C)C.[Si:44]([O:51][CH2:52][CH2:53][NH2:54])([C:47]([CH3:50])([CH3:49])[CH3:48])([CH3:46])[CH3:45].CN(C(ON1N=NC2C=CC=NC1=2)=[N+](C)C)C.F[P-](F)(F)(F)(F)F, predict the reaction product. The product is: [Si:44]([O:51][CH2:52][CH2:53][NH:54][C:32]([C:10]1[C:9]([O:8][CH2:1][C:2]2[CH:7]=[CH:6][CH:5]=[CH:4][CH:3]=2)=[C:14]([OH:15])[N:13]=[C:12]([CH2:16][C:17]2([C:22]3[C:31]4[C:26](=[CH:27][CH:28]=[CH:29][CH:30]=4)[CH:25]=[CH:24][CH:23]=3)[CH2:18][CH2:19][CH2:20][CH2:21]2)[N:11]=1)=[O:34])([C:47]([CH3:49])([CH3:50])[CH3:48])([CH3:46])[CH3:45]. (8) Given the reactants I[C:2]1[CH:7]=[CH:6][CH:5]=[CH:4][C:3]=1[O:8][CH3:9].C[Si]([C:14]#[CH:15])(C)C.C(N(CC)CC)C, predict the reaction product. The product is: [C:14]([C:2]1[CH:7]=[CH:6][CH:5]=[CH:4][C:3]=1[O:8][CH3:9])#[CH:15]. (9) Given the reactants FC(F)(F)C(O)=O.[NH2:8][C@@H:9]([CH2:14][C:15]1[CH:20]=[CH:19][C:18]([CH:21]2[S:25](=[O:27])(=[O:26])[NH:24][C:23](=[O:28])[CH2:22]2)=[C:17]([CH3:29])[CH:16]=1)[C:10]([O:12]C)=[O:11].C(N(CC)CC)C.Cl[C:38]([O:40][CH2:41][C:42]1[CH:47]=[CH:46][CH:45]=[CH:44][CH:43]=1)=[O:39].[OH-].[Li+].Cl, predict the reaction product. The product is: [CH2:41]([O:40][C:38]([NH:8][C@@H:9]([CH2:14][C:15]1[CH:20]=[CH:19][C:18]([CH:21]2[S:25](=[O:27])(=[O:26])[NH:24][C:23](=[O:28])[CH2:22]2)=[C:17]([CH3:29])[CH:16]=1)[C:10]([OH:12])=[O:11])=[O:39])[C:42]1[CH:47]=[CH:46][CH:45]=[CH:44][CH:43]=1.